Dataset: Peptide-MHC class I binding affinity with 185,985 pairs from IEDB/IMGT. Task: Regression. Given a peptide amino acid sequence and an MHC pseudo amino acid sequence, predict their binding affinity value. This is MHC class I binding data. (1) The MHC is HLA-B27:03 with pseudo-sequence HLA-B27:03. The binding affinity (normalized) is 0.0847. The peptide sequence is STFTFPGIY. (2) The peptide sequence is WFREDRSPV. The MHC is HLA-B35:01 with pseudo-sequence HLA-B35:01. The binding affinity (normalized) is 0.446. (3) The peptide sequence is VRFPNITNL. The MHC is HLA-B58:01 with pseudo-sequence HLA-B58:01. The binding affinity (normalized) is 0.0847. (4) The peptide sequence is TYSSSMMWEI. The MHC is HLA-A01:01 with pseudo-sequence HLA-A01:01. The binding affinity (normalized) is 0.160. (5) The peptide sequence is VPWSKILAY. The MHC is HLA-B51:01 with pseudo-sequence HLA-B51:01. The binding affinity (normalized) is 0.584.